Dataset: Forward reaction prediction with 1.9M reactions from USPTO patents (1976-2016). Task: Predict the product of the given reaction. (1) Given the reactants [N+:1]([C:4]1[CH:9]=[CH:8][C:7]([C@@H:10]2[O:12][C@H:11]2[CH2:13][OH:14])=[CH:6][CH:5]=1)([O-:3])=[O:2].[C:15]([NH:18][C:19]1[CH:24]=[CH:23][C:22]([OH:25])=[CH:21][CH:20]=1)(=[O:17])[CH3:16].CO.[OH-].[Na+], predict the reaction product. The product is: [C:15]([NH:18][C:19]1[CH:24]=[CH:23][C:22]([O:25][C@H:10]([C:7]2[CH:8]=[CH:9][C:4]([N+:1]([O-:3])=[O:2])=[CH:5][CH:6]=2)[C@@H:11]([OH:12])[CH2:13][OH:14])=[CH:21][CH:20]=1)(=[O:17])[CH3:16]. (2) Given the reactants [CH2:1]([N:3]([CH2:11][C:12]1[CH:13]=[N:14][CH:15]=[C:16]([C:19]2[CH:20]=[C:21]3[C:25](=[CH:26][CH:27]=2)[N:24]([CH:28]2[CH2:33][CH2:32][CH2:31][CH2:30][O:29]2)[N:23]=[C:22]3[C:34]2[NH:35][C:36]([C:39]([NH:41][CH2:42]C3C=NC=CC=3)=[O:40])=[CH:37][N:38]=2)[C:17]=1[CH3:18])[C:4](=[O:10])[O:5][C:6]([CH3:9])([CH3:8])[CH3:7])[CH3:2].C(OC(N(CC1C(C)=C(C2C=C3[C:72](=CC=2)[N:71]([CH:75]2[CH2:80][CH2:79][CH2:78]CO2)N=C3C2NC(C(O)=O)=CN=2)C=NC=1)CC)=O)(C)(C)C.C(N(C(C)C)CC)(C)C.CNC1CN(C)CC1.CN(C(ON1N=NC2C=CC=NC1=2)=[N+](C)C)C.F[P-](F)(F)(F)(F)F, predict the reaction product. The product is: [CH2:1]([N:3]([CH2:11][C:12]1[CH:13]=[N:14][CH:15]=[C:16]([C:19]2[CH:20]=[C:21]3[C:25](=[CH:26][CH:27]=2)[N:24]([CH:28]2[CH2:33][CH2:32][CH2:31][CH2:30][O:29]2)[N:23]=[C:22]3[C:34]2[NH:35][C:36]([C:39]([N:41]([CH3:42])[CH:80]3[CH2:79][CH2:78][N:71]([CH3:72])[CH2:75]3)=[O:40])=[CH:37][N:38]=2)[C:17]=1[CH3:18])[C:4](=[O:10])[O:5][C:6]([CH3:9])([CH3:7])[CH3:8])[CH3:2]. (3) Given the reactants [Cl:1][C:2]1[CH:3]=[CH:4][C:5]([O:14][CH2:15][C@:16]([OH:34])([CH3:33])[CH2:17][NH:18][CH:19]2[CH2:24][CH2:23][N:22]([CH2:25][C:26]3[CH:31]=[CH:30][C:29]([Cl:32])=[CH:28][CH:27]=3)[CH2:21][CH2:20]2)=[C:6]([CH2:8][CH2:9][C:10]([O:12]C)=[O:11])[CH:7]=1.[OH-].[Na+].[C:37]([C:41]([OH:43])=[O:42])([F:40])([F:39])[F:38], predict the reaction product. The product is: [F:38][C:37]([F:40])([F:39])[C:41]([OH:43])=[O:42].[F:38][C:37]([F:40])([F:39])[C:41]([OH:43])=[O:42].[Cl:1][C:2]1[CH:3]=[CH:4][C:5]([O:14][CH2:15][C@:16]([OH:34])([CH3:33])[CH2:17][NH:18][CH:19]2[CH2:20][CH2:21][N:22]([CH2:25][C:26]3[CH:27]=[CH:28][C:29]([Cl:32])=[CH:30][CH:31]=3)[CH2:23][CH2:24]2)=[C:6]([CH2:8][CH2:9][C:10]([OH:12])=[O:11])[CH:7]=1.